Task: Predict the product of the given reaction.. Dataset: Forward reaction prediction with 1.9M reactions from USPTO patents (1976-2016) Given the reactants [F:1][CH:2]([F:12])[C:3]1[N:4]=[CH:5][C:6]([C:9]([OH:11])=O)=[N:7][CH:8]=1.[NH2:13][C:14]1[CH:15]=[CH:16][C:17]([F:32])=[C:18]([C@:20]2([CH3:31])[CH2:25][S:24](=[O:27])(=[O:26])[C:23]([CH3:29])([CH3:28])[C:22]([NH2:30])=[N:21]2)[CH:19]=1, predict the reaction product. The product is: [NH2:30][C:22]1[C:23]([CH3:28])([CH3:29])[S:24](=[O:26])(=[O:27])[CH2:25][C@:20]([C:18]2[CH:19]=[C:14]([NH:13][C:9]([C:6]3[CH:5]=[N:4][C:3]([CH:2]([F:1])[F:12])=[CH:8][N:7]=3)=[O:11])[CH:15]=[CH:16][C:17]=2[F:32])([CH3:31])[N:21]=1.